Dataset: Tyrosyl-DNA phosphodiesterase HTS with 341,365 compounds. Task: Binary Classification. Given a drug SMILES string, predict its activity (active/inactive) in a high-throughput screening assay against a specified biological target. The molecule is O=C1N(C(=O)C2C1CCCC2)CC(=O)Nc1cc(ccc1)C(OC)=O. The result is 0 (inactive).